Dataset: Forward reaction prediction with 1.9M reactions from USPTO patents (1976-2016). Task: Predict the product of the given reaction. (1) Given the reactants [N:1]1[CH:6]=[CH:5][CH:4]=[C:3](B(O)O)[CH:2]=1.Br[C:11]1[N:16]=[CH:15][C:14]([NH:17][C:18]([NH:20][CH2:21][CH2:22][CH2:23][CH2:24][N:25]2[CH2:30][CH2:29][CH2:28][CH2:27][CH2:26]2)=[O:19])=[CH:13][CH:12]=1.C(=O)([O-])[O-].[Na+].[Na+], predict the reaction product. The product is: [N:16]1[CH:15]=[C:14]([NH:17][C:18]([NH:20][CH2:21][CH2:22][CH2:23][CH2:24][N:25]2[CH2:30][CH2:29][CH2:28][CH2:27][CH2:26]2)=[O:19])[CH:13]=[CH:12][C:11]=1[C:3]1[CH:2]=[N:1][CH:6]=[CH:5][CH:4]=1. (2) Given the reactants [F:1][C:2]1[CH:3]=[C:4]([CH:7]=[C:8]([CH:10]2[CH2:15][CH2:14][C:13](=[O:16])[CH2:12][CH2:11]2)[CH:9]=1)[C:5]#[N:6].C(N(CC)CC)C.FC(F)(F)S(O[Si:30]([CH:37]([CH3:39])[CH3:38])([CH:34]([CH3:36])[CH3:35])[CH:31]([CH3:33])[CH3:32])(=O)=O, predict the reaction product. The product is: [F:1][C:2]1[CH:3]=[C:4]([CH:7]=[C:8]([CH:10]2[CH2:15][CH2:14][C:13]([O:16][Si:30]([CH:37]([CH3:39])[CH3:38])([CH:34]([CH3:36])[CH3:35])[CH:31]([CH3:33])[CH3:32])=[CH:12][CH2:11]2)[CH:9]=1)[C:5]#[N:6]. (3) Given the reactants [O:1]1[CH:5]=[CH:4][CH:3]=[C:2]1[CH2:6][NH:7][C:8]([C:10]1[CH:15]=[CH:14][C:13](B(O)O)=[CH:12][CH:11]=1)=[O:9].Cl[C:20]1[N:25]=[C:24]([NH2:26])[N:23]=[C:22]([NH:27][CH3:28])[CH:21]=1, predict the reaction product. The product is: [NH2:26][C:24]1[N:25]=[C:20]([C:13]2[CH:14]=[CH:15][C:10]([C:8]([NH:7][CH2:6][C:2]3[O:1][CH:5]=[CH:4][CH:3]=3)=[O:9])=[CH:11][CH:12]=2)[CH:21]=[C:22]([NH:27][CH3:28])[N:23]=1. (4) Given the reactants [NH2:1][O:2][S:3]([C:6]1[C:11]([CH3:12])=[CH:10][C:9]([CH3:13])=[CH:8][C:7]=1[CH3:14])(=[O:5])=[O:4].[F:15][C:16]1[C:21]([F:22])=[CH:20][N:19]=[C:18]([NH2:23])[CH:17]=1, predict the reaction product. The product is: [NH2:1][N+:19]1[CH:20]=[C:21]([F:22])[C:16]([F:15])=[CH:17][C:18]=1[NH2:23].[CH3:12][C:11]1[CH:10]=[C:9]([CH3:13])[CH:8]=[C:7]([CH3:14])[C:6]=1[S:3]([O-:5])(=[O:4])=[O:2]. (5) Given the reactants [CH3:1][O:2][C:3]1[CH:4]=[CH:5][C:6]2[CH:10]=[CH:9][S:8][C:7]=2[CH:11]=1.Br[C:13]1[CH:18]=[CH:17][C:16]([F:19])=[CH:15][C:14]=1[CH3:20].CC(C)(C)C(O)=O.C([O-])([O-])=O.[K+].[K+], predict the reaction product. The product is: [F:19][C:16]1[CH:17]=[CH:18][C:13]([C:9]2[S:8][C:7]3[CH:11]=[C:3]([O:2][CH3:1])[CH:4]=[CH:5][C:6]=3[CH:10]=2)=[C:14]([CH3:20])[CH:15]=1.